This data is from Full USPTO retrosynthesis dataset with 1.9M reactions from patents (1976-2016). The task is: Predict the reactants needed to synthesize the given product. (1) The reactants are: [O:1]([C:8]1[CH:13]=[CH:12][C:11]([Mg]Br)=[CH:10][CH:9]=1)[C:2]1[CH:7]=[CH:6][CH:5]=[CH:4][CH:3]=1.[CH2:16]([N:23]1[CH2:28][CH2:27][C:26](=[O:29])[CH2:25][CH2:24]1)[C:17]1[CH:22]=[CH:21][CH:20]=[CH:19][CH:18]=1.Cl. Given the product [CH2:16]([N:23]1[CH2:28][CH2:27][C:26]([C:11]2[CH:12]=[CH:13][C:8]([O:1][C:2]3[CH:7]=[CH:6][CH:5]=[CH:4][CH:3]=3)=[CH:9][CH:10]=2)([OH:29])[CH2:25][CH2:24]1)[C:17]1[CH:18]=[CH:19][CH:20]=[CH:21][CH:22]=1, predict the reactants needed to synthesize it. (2) Given the product [NH2:7][C@@H:8]([CH:31]1[CH2:36][CH2:35][CH2:34][CH2:33][CH2:32]1)[C:9]([N:11]1[CH2:15][CH2:14][CH2:13][C@H:12]1[C:16]1[CH:21]=[CH:20][N:19]=[C:18]([N:22]2[C:26]3[CH:27]=[CH:28][CH:29]=[CH:30][C:25]=3[N:24]=[CH:23]2)[CH:17]=1)=[O:10], predict the reactants needed to synthesize it. The reactants are: C(OC(=O)[NH:7][C@@H:8]([CH:31]1[CH2:36][CH2:35][CH2:34][CH2:33][CH2:32]1)[C:9]([N:11]1[CH2:15][CH2:14][CH2:13][C@H:12]1[C:16]1[CH:21]=[CH:20][N:19]=[C:18]([N:22]2[C:26]3[CH:27]=[CH:28][CH:29]=[CH:30][C:25]=3[N:24]=[CH:23]2)[CH:17]=1)=[O:10])(C)(C)C.C(O)(C(F)(F)F)=O. (3) Given the product [Cl:1][C:2]1[CH:7]=[C:6]([N+:10]([O-:12])=[O:11])[CH:5]=[C:4]([F:8])[C:3]=1[OH:9], predict the reactants needed to synthesize it. The reactants are: [Cl:1][C:2]1[CH:7]=[CH:6][CH:5]=[C:4]([F:8])[C:3]=1[OH:9].[N+:10]([O-])([OH:12])=[O:11]. (4) Given the product [NH:13]1[CH:12]=[CH:11][N:10]=[C:9]1[CH2:8][N:7]([CH2:14][C:15]1[CH:16]=[CH:17][C:18]([CH2:19][N:20]2[C@H:24]([CH2:25][C:61]([NH2:62])=[O:60])[CH2:23][C:22]3([CH2:28][CH2:29][N:30]([CH:33]([CH2:34][CH3:35])[CH2:36][CH3:37])[CH2:31][CH2:32]3)[CH2:21]2)=[CH:38][CH:39]=1)[CH2:6][C:2]1[NH:3][CH:4]=[CH:5][N:1]=1, predict the reactants needed to synthesize it. The reactants are: [NH:1]1[CH:5]=[CH:4][N:3]=[C:2]1[CH2:6][N:7]([CH2:14][C:15]1[CH:39]=[CH:38][C:18]([CH2:19][N:20]2[C@H:24]([C:25](O)=O)[CH2:23][C:22]3([CH2:32][CH2:31][N:30]([CH:33]([CH2:36][CH3:37])[CH2:34][CH3:35])[CH2:29][CH2:28]3)[CH2:21]2)=[CH:17][CH:16]=1)[CH2:8][C:9]1[NH:10][CH:11]=[CH:12][N:13]=1.O.N.C[NH3+].F[P-](F)(F)(F)(F)F.N1([O:60][C:61](N(C)C)=[N+:62](C)C)C2C=CC=NC=2N=N1.F[P-](F)(F)(F)(F)F.C(=O)([O-])O.[Na+].